The task is: Predict the reactants needed to synthesize the given product.. This data is from Full USPTO retrosynthesis dataset with 1.9M reactions from patents (1976-2016). (1) Given the product [CH2:15]([N:22]1[CH2:23][CH2:24][C:25]([CH2:48][CH2:49][C:1]2([CH3:14])[CH:2]=[CH:3][C:4]([NH:7][N:7]3[CH2:62][CH2:61][CH2:2][CH2:3][CH2:4]3)=[CH:5][CH2:6]2)([CH2:28][CH2:29][O:30][Si:31]([C:44]([CH3:47])([CH3:46])[CH3:45])([C:32]2[CH:33]=[CH:34][CH:35]=[CH:36][CH:37]=2)[C:38]2[CH:39]=[CH:40][CH:41]=[CH:42][CH:43]=2)[CH2:26][CH2:27]1)[C:16]1[CH:17]=[CH:18][CH:19]=[CH:20][CH:21]=1, predict the reactants needed to synthesize it. The reactants are: [C:1]1([CH3:14])[CH:6]=[CH:5][C:4]([NH:7]C2CCNCC2)=[CH:3][CH:2]=1.[CH2:15]([N:22]1[CH2:27][CH2:26][C:25]([CH2:48][CH:49]=O)([CH2:28][CH2:29][O:30][Si:31]([C:44]([CH3:47])([CH3:46])[CH3:45])([C:38]2[CH:43]=[CH:42][CH:41]=[CH:40][CH:39]=2)[C:32]2[CH:37]=[CH:36][CH:35]=[CH:34][CH:33]=2)[CH2:24][CH2:23]1)[C:16]1[CH:21]=[CH:20][CH:19]=[CH:18][CH:17]=1.C(O[BH-](O[C:61](=O)[CH3:62])OC(=O)C)(=O)C.[Na+].C(=O)(O)[O-].[Na+]. (2) Given the product [CH3:12][Si:7]([O:8][Si:9]([CH2:32][CH2:31][CH2:30][Si:33]([O:38][CH3:39])([O:36][CH3:37])[O:34][CH3:35])([CH3:10])[CH3:11])([C:13]1[CH:18]=[CH:17][CH:16]=[CH:15][CH:14]=1)[C:1]1[CH:2]=[CH:3][CH:4]=[CH:5][CH:6]=1, predict the reactants needed to synthesize it. The reactants are: [C:1]1([Si:7]([C:13]2[CH:18]=[CH:17][CH:16]=[CH:15][CH:14]=2)([CH3:12])[O:8][SiH:9]([CH3:11])[CH3:10])[CH:6]=[CH:5][CH:4]=[CH:3][CH:2]=1.C([Si](C)(C)O[Si](C)(C)C=C)=C.[CH2:30]([Si:33]([O:38][CH3:39])([O:36][CH3:37])[O:34][CH3:35])[CH:31]=[CH2:32]. (3) Given the product [C:35]1([C:33]2[O:32][N:31]=[C:30]([CH:29]=[C:27]3[CH2:28][NH:25][CH2:26]3)[N:34]=2)[CH:36]=[CH:37][CH:38]=[CH:39][CH:40]=1, predict the reactants needed to synthesize it. The reactants are: S1C=CC=C1C1OC(C=C2CCNCC2)=NN=1.C(OC([N:25]1[CH2:28][C:27](=[CH:29][C:30]2[N:34]=[C:33]([C:35]3[CH:40]=[CH:39][CH:38]=[CH:37][CH:36]=3)[O:32][N:31]=2)[CH2:26]1)=O)(C)(C)C. (4) Given the product [Cl:1][C:2]1[CH:10]=[C:9]([Cl:11])[C:8]([O:14][CH3:13])=[CH:7][C:3]=1[C:4]([OH:6])=[O:5], predict the reactants needed to synthesize it. The reactants are: [Cl:1][C:2]1[CH:10]=[C:9]([Cl:11])[C:8](F)=[CH:7][C:3]=1[C:4]([OH:6])=[O:5].[CH3:13][OH:14].[H-].[Na+].Cl. (5) Given the product [Cl:11][C:8]1[C:7]([Cl:12])=[CH:6][C:5]([C:4]([OH:3])=[O:13])=[C:10]([CH:2]=[O:14])[CH:9]=1, predict the reactants needed to synthesize it. The reactants are: Br[CH:2]1[C:10]2[C:5](=[CH:6][C:7]([Cl:12])=[C:8]([Cl:11])[CH:9]=2)[C:4](=[O:13])[O:3]1.[O:14]1CCOCC1. (6) The reactants are: C1(P(N=[N+]=[N-])(C2C=CC=CC=2)=O)C=CC=CC=1.[NH2:18][CH2:19][CH2:20][CH2:21][N:22]1[CH2:27][CH2:26]O[CH2:24][CH2:23]1.[F:28][C:29]1[CH:34]=[CH:33][C:32]([NH:35][C:36](=[O:57])[NH:37][C:38]2[CH:56]=[CH:55][C:41]([O:42][C:43]3[C:44]4[CH:51]=[C:50]([C:52](O)=[O:53])[NH:49][C:45]=4[N:46]=[CH:47][N:48]=3)=[CH:40][CH:39]=2)=[CH:31][CH:30]=1.[Cl-].[NH4+]. Given the product [CH2:27]([N:22]([CH2:23][CH3:24])[CH2:21][CH2:20][CH2:19][NH:18][C:52]([C:50]1[NH:49][C:45]2[N:46]=[CH:47][N:48]=[C:43]([O:42][C:41]3[CH:55]=[CH:56][C:38]([NH:37][C:36]([NH:35][C:32]4[CH:33]=[CH:34][C:29]([F:28])=[CH:30][CH:31]=4)=[O:57])=[CH:39][CH:40]=3)[C:44]=2[CH:51]=1)=[O:53])[CH3:26], predict the reactants needed to synthesize it.